This data is from Catalyst prediction with 721,799 reactions and 888 catalyst types from USPTO. The task is: Predict which catalyst facilitates the given reaction. Reactant: [F:1][C:2]1[C:3](NN)=[N:4][CH:5]=[CH:6][CH:7]=1.[CH2:10]([N:12](CC)CC)C.CO[C:19](=[O:51])[N:20]=[C:21](SC)[C:22]([C:36]1[CH:46]=[C:45]([O:47][CH3:48])[C:39]2[O:40][CH2:41][CH2:42][CH2:43][O:44][C:38]=2[CH:37]=1)=[N:23][C:24]1[CH:29]=[CH:28][C:27]([C:30]2[N:34]=[C:33]([CH3:35])[O:32][N:31]=2)=[CH:26][CH:25]=1. Product: [F:1][C:2]1[C:3]([CH:10]2[C:19](=[O:51])[NH:20][C:21]([CH:22]([C:36]3[CH:46]=[C:45]([O:47][CH3:48])[C:39]4[O:40][CH2:41][CH2:42][CH2:43][O:44][C:38]=4[CH:37]=3)[NH:23][C:24]3[CH:25]=[CH:26][C:27]([C:30]4[N:34]=[C:33]([CH3:35])[O:32][N:31]=4)=[CH:28][CH:29]=3)=[N:12]2)=[N:4][CH:5]=[CH:6][CH:7]=1. The catalyst class is: 3.